This data is from Reaction yield outcomes from USPTO patents with 853,638 reactions. The task is: Predict the reaction yield, written as a fraction of the theoretical maximum amount of product (1.0 means a 100% yield; for example, 0.34 means a 34% yield). (1) The reactants are [NH:1]1[CH:5]=[CH:4][CH:3]=[C:2]1[C:6]([O:8][CH2:9][CH3:10])=[O:7].[Al+3].[Cl-].[Cl-].[Cl-].[C:15](Cl)(=[O:17])[CH3:16].CO. The catalyst is ClCCCl.ClCCl. The product is [C:15]([C:4]1[CH:3]=[C:2]([C:6]([O:8][CH2:9][CH3:10])=[O:7])[NH:1][CH:5]=1)(=[O:17])[CH3:16]. The yield is 0.760. (2) The yield is 0.870. The catalyst is CN(C)C=O. The product is [CH:27]1([CH2:26][O:23][C:22]([N:10]2[CH2:9][C@H:8]([NH:7][C:6]([O:5][C:1]([CH3:4])([CH3:2])[CH3:3])=[O:21])[C:14](=[O:15])[N:13]([CH3:16])[C:12]3[CH:17]=[CH:18][CH:19]=[CH:20][C:11]2=3)=[O:24])[CH2:29][CH2:28]1. The reactants are [C:1]([O:5][C:6](=[O:21])[NH:7][C@@H:8]1[C:14](=[O:15])[N:13]([CH3:16])[C:12]2[CH:17]=[CH:18][CH:19]=[CH:20][C:11]=2[NH:10][CH2:9]1)([CH3:4])([CH3:3])[CH3:2].[C:22](=[O:24])=[O:23].Br[CH2:26][CH:27]1[CH2:29][CH2:28]1.C(=O)([O-])[O-].[Cs+].[Cs+]. (3) The yield is 0.195. The catalyst is C(Cl)Cl.C(Cl)(Cl)Cl. The product is [NH:25]1[C:26]2[C:22](=[CH:21][C:20]([N:17]3[CH2:18][CH2:19][N:15]([C:10]4[CH:11]=[N:12][CH:13]=[CH:14][C:9]=4[CH3:8])[C:16]3=[O:37])=[CH:28][CH:27]=2)[CH:23]=[N:24]1. The reactants are C(O)(C(F)(F)F)=O.[CH3:8][C:9]1[CH:14]=[CH:13][N:12]=[CH:11][C:10]=1[N:15]1[CH2:19][CH2:18][N:17]([C:20]2[CH:21]=[C:22]3[C:26](=[CH:27][CH:28]=2)[N:25](COCC[Si](C)(C)C)[N:24]=[CH:23]3)[C:16]1=[O:37].CO. (4) The reactants are [CH3:1][C@:2]12[C@@:19]3([CH3:20])[C@@H:10]([C@:11]4([CH3:24])[C@@H:16]([CH2:17][CH2:18]3)[C:15]([CH3:22])([CH3:21])[C:14](=[O:23])[CH2:13][CH2:12]4)[CH2:9][CH2:8][C@@H:7]1[C@H:6]1[C@H:25]([C:28]([CH3:30])=[CH2:29])[CH2:26][CH2:27][C@:5]1([NH:31][C:32](=[O:38])[O:33][C:34]([CH3:37])([CH3:36])[CH3:35])[CH2:4][CH2:3]2.[F:39][C:40]([F:59])([F:58])[S:41](N(C1C=CC=CC=1)[S:41]([C:40]([F:59])([F:58])[F:39])(=[O:43])=[O:42])(=[O:43])=[O:42].C[Si]([N-][Si](C)(C)C)(C)C.[K+]. The catalyst is C1COCC1. The product is [F:39][C:40]([F:59])([F:58])[S:41]([O:23][C:14]1[C:15]([CH3:21])([CH3:22])[C@H:16]2[C@:11]([CH3:24])([CH2:12][CH:13]=1)[C@@H:10]1[C@:19]([CH3:20])([C@@:2]3([CH3:1])[C@H:7]([CH2:8][CH2:9]1)[C@H:6]1[C@H:25]([C:28]([CH3:30])=[CH2:29])[CH2:26][CH2:27][C@:5]1([NH:31][C:32]([O:33][C:34]([CH3:37])([CH3:36])[CH3:35])=[O:38])[CH2:4][CH2:3]3)[CH2:18][CH2:17]2)(=[O:43])=[O:42]. The yield is 0.599. (5) The reactants are [CH3:1][N:2]1[C@@H:18]2[CH2:19][C:7]3[CH:8]=[CH:9][C:10]([O:22][CH3:23])=[C:11]4[O:12][C@H:13]5[C:14]([O:20][CH3:21])=[CH:15][CH:16]=[C:17]2[C@:5]5([C:6]=34)[CH2:4][CH2:3]1.C(N)CN.O. The catalyst is COCC(O)C. The product is [CH3:1][N:2]1[C@@H:18]2[CH2:19][C:7]3[CH:8]=[CH:9][C:10]([O:22][CH3:23])=[C:11]4[O:12][C@H:13]5[C:14]([O:20][CH3:21])=[CH:15][CH2:16][C@@H:17]2[C@:5]5([C:6]=34)[CH2:4][CH2:3]1. The yield is 0.913.